From a dataset of Forward reaction prediction with 1.9M reactions from USPTO patents (1976-2016). Predict the product of the given reaction. (1) Given the reactants [Cl:1][C:2]1[CH:3]=[C:4]([OH:10])[CH:5]=[C:6]([C:8]#[N:9])[CH:7]=1.C(=O)([O-])[O-].[K+].[K+].[F:17][C:18]1[CH:23]=[C:22](F)[CH:21]=[C:20]([F:25])[N:19]=1, predict the reaction product. The product is: [Cl:1][C:2]1[CH:7]=[C:6]([CH:5]=[C:4]([O:10][C:22]2[CH:21]=[C:20]([F:25])[N:19]=[C:18]([F:17])[CH:23]=2)[CH:3]=1)[C:8]#[N:9]. (2) Given the reactants [OH-].[Na+].C[O:4][C:5]([C:7]1[CH:12]=[CH:11][CH:10]=[CH:9][C:8]=1[CH:13]1[CH2:17][CH2:16][N:15]([C:18]([O-:20])=[O:19])[CH2:14]1)=[O:6], predict the reaction product. The product is: [C:7]([O:20][C:18]([N:15]1[CH2:16][CH2:17][CH:13]([C:8]2[CH:9]=[CH:10][CH:11]=[CH:12][C:7]=2[C:5]([OH:4])=[O:6])[CH2:14]1)=[O:19])([CH3:12])([CH3:8])[CH3:5]. (3) Given the reactants C(Cl)(=O)C(Cl)=O.CS(C)=O.[Cl:11][C:12]1[N:13]=[C:14]([CH2:21][OH:22])[CH:15]=[C:16]2[CH:20]=[CH:19][O:18][C:17]=12.C(=O)=O.CC(C)=O, predict the reaction product. The product is: [Cl:11][C:12]1[N:13]=[C:14]([CH:21]=[O:22])[CH:15]=[C:16]2[CH:20]=[CH:19][O:18][C:17]=12. (4) Given the reactants C(O[C:4](=[C:11]1[C:19]2[C:14](=[CH:15][CH:16]=[C:17]([N+:20]([O-:22])=[O:21])[CH:18]=2)[NH:13][C:12]1=[O:23])[C:5]1[CH:10]=[CH:9][CH:8]=[CH:7][CH:6]=1)C.[C:24]([O:28][C:29]([NH:31][C@H:32]([C:34]1[CH:40]=[CH:39][C:37]([NH2:38])=[CH:36][CH:35]=1)[CH3:33])=[O:30])([CH3:27])([CH3:26])[CH3:25], predict the reaction product. The product is: [C:24]([O:28][C:29]([NH:31][C@H:32]([C:34]1[CH:40]=[CH:39][C:37]([NH:38]/[C:4](=[C:11]2\[C:12](=[O:23])[NH:13][C:14]3[C:19]\2=[CH:18][C:17]([N+:20]([O-:22])=[O:21])=[CH:16][CH:15]=3)/[C:5]2[CH:10]=[CH:9][CH:8]=[CH:7][CH:6]=2)=[CH:36][CH:35]=1)[CH3:33])=[O:30])([CH3:25])([CH3:26])[CH3:27]. (5) Given the reactants C(NC(C1C=C(S([O:16][CH2:17][C@:18]([OH:68])([CH3:67])[C:19](=[O:66])[C@H:20]([CH2:62][CH:63]([CH3:65])[CH3:64])[NH:21][C:22](=[O:61])[C@H:23]([CH2:54][C:55]2[CH:60]=[CH:59][CH:58]=[CH:57][CH:56]=2)[NH:24][C:25](=[O:53])[C@H:26]([CH2:49][CH:50]([CH3:52])[CH3:51])[NH:27][C:28](=[O:48])[C@H:29]([CH2:40][CH2:41][C:42]2[CH:47]=[CH:46][CH:45]=[CH:44][CH:43]=2)[NH:30][C:31](=[O:39])[CH2:32][N:33]2[CH2:38][CH2:37][O:36][CH2:35][CH2:34]2)(=O)=O)C=CC=1)=O)C#C.[CH2:69]([O:72][C:73]1[CH:78]=[C:77]([O:79][CH3:80])[C:76]([S:81](Cl)(=[O:83])=[O:82])=[C:75]([O:85][CH3:86])[CH:74]=1)[C:70]#[CH:71].C(N)(=O)CCCC, predict the reaction product. The product is: [CH3:80][O:79][C:77]1[CH:78]=[C:73]([O:72][CH2:69][C:70]#[CH:71])[CH:74]=[C:75]([O:85][CH3:86])[C:76]=1[S:81]([O:16][CH2:17][C:18]([OH:68])([CH3:67])[C:19](=[O:66])[C@H:20]([CH2:62][CH:63]([CH3:64])[CH3:65])[NH:21][C:22](=[O:61])[C@H:23]([CH2:54][C:55]1[CH:60]=[CH:59][CH:58]=[CH:57][CH:56]=1)[NH:24][C:25](=[O:53])[C@H:26]([CH2:49][CH:50]([CH3:52])[CH3:51])[NH:27][C:28](=[O:48])[C@H:29]([CH2:40][CH2:41][C:42]1[CH:47]=[CH:46][CH:45]=[CH:44][CH:43]=1)[NH:30][C:31](=[O:39])[CH2:32][N:33]1[CH2:38][CH2:37][O:36][CH2:35][CH2:34]1)(=[O:83])=[O:82]. (6) Given the reactants [F:1][C:2]1[CH:30]=[C:29]([F:31])[CH:28]=[CH:27][C:3]=1[O:4][C:5]1[C:6]([C:15]2[C:24]3[C:19](=[CH:20][CH:21]=[CH:22][CH:23]=3)[C:18](=[O:25])[N:17]([CH3:26])[CH:16]=2)=[N:7][C:8](S(C)(=O)=O)=[N:9][CH:10]=1.[CH3:32][S:33]([NH2:36])(=[O:35])=[O:34], predict the reaction product. The product is: [F:1][C:2]1[CH:30]=[C:29]([F:31])[CH:28]=[CH:27][C:3]=1[O:4][C:5]1[C:6]([C:15]2[C:24]3[C:19](=[CH:20][CH:21]=[CH:22][CH:23]=3)[C:18](=[O:25])[N:17]([CH3:26])[CH:16]=2)=[N:7][C:8]([NH:36][S:33]([CH3:32])(=[O:35])=[O:34])=[N:9][CH:10]=1. (7) Given the reactants [I:1][C:2]1[CH:9]=[CH:8][C:5]([CH:6]=O)=[CH:4][CH:3]=1.[NH2:10][OH:11], predict the reaction product. The product is: [I:1][C:2]1[CH:9]=[CH:8][C:5]([CH:6]=[N:10][OH:11])=[CH:4][CH:3]=1. (8) Given the reactants [CH3:1][O-:2].[Na+].Cl[C:5]1[C:14]2[CH:15]=[C:16]([O:21][CH3:22])[C:17]([O:19][CH3:20])=[CH:18][C:13]=2[C:12]2[C:7](=[C:8]3[CH:27]=[CH:26][CH:25]=[CH:24][C:9]3=[N:10][C:11]=2Cl)[N:6]=1.[CH3:28][OH:29], predict the reaction product. The product is: [CH3:1][O:2][C:5]1[C:14]2[CH:15]=[C:16]([O:21][CH3:22])[C:17]([O:19][CH3:20])=[CH:18][C:13]=2[C:12]2[C:7](=[C:8]3[CH:27]=[CH:26][CH:25]=[CH:24][C:9]3=[N:10][C:11]=2[O:29][CH3:28])[N:6]=1. (9) Given the reactants [CH:1]1([N:7]2[CH2:13][C:12]([F:15])([F:14])[C:11](=[O:16])[N:10]([CH3:17])[C:9]3[CH:18]=[N:19][C:20]([NH:22][C:23]4[CH:31]=[CH:30][C:26]([C:27](O)=[O:28])=[CH:25][C:24]=4[O:32][CH3:33])=[N:21][C:8]2=3)[CH2:6][CH2:5][CH2:4][CH2:3][CH2:2]1.CN(C(ON1[N:50]=[N:49][C:44]2[CH:45]=[CH:46][CH:47]=NC1=2)=[N+](C)C)C.F[P-](F)(F)(F)(F)F.N1(N)CCCC1, predict the reaction product. The product is: [CH:1]1([N:7]2[CH2:13][C:12]([F:15])([F:14])[C:11](=[O:16])[N:10]([CH3:17])[C:9]3[CH:18]=[N:19][C:20]([NH:22][C:23]4[CH:31]=[CH:30][C:26]([C:27]([NH:50][N:49]5[CH2:44][CH2:45][CH2:46][CH2:47]5)=[O:28])=[CH:25][C:24]=4[O:32][CH3:33])=[N:21][C:8]2=3)[CH2:2][CH2:3][CH2:4][CH2:5][CH2:6]1.